Task: Predict the reactants needed to synthesize the given product.. Dataset: Full USPTO retrosynthesis dataset with 1.9M reactions from patents (1976-2016) (1) Given the product [ClH:36].[O:1]1[C:5]2[CH:6]=[CH:7][CH:8]=[CH:9][C:4]=2[CH:3]=[C:2]1[C:10]([NH:12][C:13]1([C:19]([NH:21][CH:22]2[CH2:27][CH2:26][NH:25][CH2:24][CH:23]2[OH:35])=[O:20])[CH2:18][CH2:17][CH2:16][CH2:15][CH2:14]1)=[O:11], predict the reactants needed to synthesize it. The reactants are: [O:1]1[C:5]2[CH:6]=[CH:7][CH:8]=[CH:9][C:4]=2[CH:3]=[C:2]1[C:10]([NH:12][C:13]1([C:19]([NH:21][CH:22]2[CH2:27][CH2:26][N:25](C(OC(C)(C)C)=O)[CH2:24][CH:23]2[OH:35])=[O:20])[CH2:18][CH2:17][CH2:16][CH2:15][CH2:14]1)=[O:11].[ClH:36].C(OCC)(=O)C. (2) Given the product [Cl:1][C:2]1[CH:7]=[CH:6][C:5]([N:8]2[C:11](=[O:12])[C@H:10]([S:13][CH2:14][CH:15]([C:17]3[CH:18]=[CH:19][C:20]([Cl:23])=[CH:21][CH:22]=3)[OH:16])[C@H:9]2[C:24]2[CH:25]=[CH:26][C:27]([O:28][CH2:29][C:30]([NH:32][CH2:33][C:34]([NH:40][C@@H:45]([C:44]([OH:43])=[O:75])[CH2:58][CH2:57][CH2:56][CH2:55][NH2:54])=[O:36])=[O:31])=[CH:37][CH:38]=2)=[CH:4][CH:3]=1, predict the reactants needed to synthesize it. The reactants are: [Cl:1][C:2]1[CH:7]=[CH:6][C:5]([N:8]2[C:11](=[O:12])[C@H:10]([S:13][CH2:14][C:15]([C:17]3[CH:22]=[CH:21][C:20]([Cl:23])=[CH:19][CH:18]=3)=[O:16])[C@H:9]2[C:24]2[CH:38]=[CH:37][C:27]([O:28][CH2:29][C:30]([NH:32][CH2:33][C:34]([OH:36])=O)=[O:31])=[CH:26][CH:25]=2)=[CH:4][CH:3]=1.C[N:40]1[CH2:45][CH2:44][O:43]CC1.Cl.C(OC([NH:54][C@@H:55](C(OC(C)(C)C)=O)[CH2:56][CH2:57][CH2:58]CN)=O)(C)(C)C.CN(C([O:75]N1N=NC2C=CC=CC1=2)=[N+](C)C)C.[B-](F)(F)(F)F.C(OC(NCCCC[C@H](C(OC(C)(C)C)=O)N)=O)(C)(C)C.OS([O-])(=O)=O.[K+].[BH4-].[Na+].C([O-])(=O)C.[NH4+]. (3) Given the product [CH3:1][C:2]1[N:7]=[C:6]([C:8]2[CH:13]=[CH:12][N:11]=[C:10]([C:14]3[CH:15]=[C:16]([NH:20][S:32]([CH3:31])(=[O:34])=[O:33])[CH:17]=[CH:18][CH:19]=3)[N:9]=2)[CH:5]=[C:4]([C:21]2[CH:26]=[CH:25][C:24]([C:27]([F:30])([F:28])[F:29])=[CH:23][CH:22]=2)[CH:3]=1, predict the reactants needed to synthesize it. The reactants are: [CH3:1][C:2]1[N:7]=[C:6]([C:8]2[CH:13]=[CH:12][N:11]=[C:10]([C:14]3[CH:15]=[C:16]([NH2:20])[CH:17]=[CH:18][CH:19]=3)[N:9]=2)[CH:5]=[C:4]([C:21]2[CH:26]=[CH:25][C:24]([C:27]([F:30])([F:29])[F:28])=[CH:23][CH:22]=2)[CH:3]=1.[CH3:31][S:32](Cl)(=[O:34])=[O:33].